From a dataset of Forward reaction prediction with 1.9M reactions from USPTO patents (1976-2016). Predict the product of the given reaction. (1) Given the reactants [F:1][C@H:2]1[C@H:8]([NH:9]C(=O)OC(C)(C)C)[CH2:7][CH2:6][C@@H:5]([C:17]2[N:21]([CH3:22])[N:20]=[CH:19][C:18]=2[N+:23]([O-])=O)[O:4][CH2:3]1.C(OC([NH:33][C:34]1[S:38][C:37]([C:39]2[CH:44]=[CH:43][CH:42]=[CH:41][C:40]=2[C:45]([F:48])([F:47])[F:46])=[N:36][C:35]=1[C:49](O)=[O:50])=O)(C)(C)C, predict the reaction product. The product is: [NH2:33][C:34]1[S:38][C:37]([C:39]2[CH:44]=[CH:43][CH:42]=[CH:41][C:40]=2[C:45]([F:48])([F:47])[F:46])=[N:36][C:35]=1[C:49]([NH:23][C:18]1[CH:19]=[N:20][N:21]([CH3:22])[C:17]=1[C@@H:5]1[CH2:6][CH2:7][C@@H:8]([NH2:9])[C@H:2]([F:1])[CH2:3][O:4]1)=[O:50]. (2) Given the reactants [ClH:1].[F:2][C:3]1([F:9])[CH2:8][CH2:7][NH:6][CH2:5][CH2:4]1.C(=O)([O-])[O-].[K+].[K+].Br[CH2:17][CH2:18][CH2:19]O, predict the reaction product. The product is: [ClH:1].[Cl:1][CH2:17][CH2:18][CH2:19][N:6]1[CH2:7][CH2:8][C:3]([F:9])([F:2])[CH2:4][CH2:5]1. (3) Given the reactants [CH2:1]([NH:5][CH2:6][CH:7]([CH3:9])[CH3:8])[CH:2]([CH3:4])[CH3:3].[Br:10][C:11]1[CH:16]=[CH:15][C:14](F)=[C:13]([N+:18]([O-:20])=[O:19])[CH:12]=1, predict the reaction product. The product is: [Br:10][C:11]1[CH:16]=[CH:15][C:14]([N:5]([CH2:6][CH:7]([CH3:9])[CH3:8])[CH2:1][CH:2]([CH3:4])[CH3:3])=[C:13]([N+:18]([O-:20])=[O:19])[CH:12]=1. (4) Given the reactants [Br:1][C:2]1[C:6]2[CH2:7][N:8]([C:11](OC(C)(C)C)=[O:12])[CH2:9][CH2:10][C:5]=2[N:4]([CH3:18])[N:3]=1.F[C:20](F)(F)C(O)=O.C(OC(=O)C)(=O)C.O, predict the reaction product. The product is: [Br:1][C:2]1[C:6]2[CH2:7][N:8]([C:11](=[O:12])[CH3:20])[CH2:9][CH2:10][C:5]=2[N:4]([CH3:18])[N:3]=1. (5) Given the reactants Cl[C:2]1[N:3]=[C:4]([N:17]2[CH:22]3[CH2:23][CH2:24][CH:18]2[CH2:19][CH:20]([OH:25])[CH2:21]3)[C:5]2[C:10]([C:11]3[CH:16]=[CH:15][CH:14]=[CH:13][CH:12]=3)=[CH:9][S:8][C:6]=2[N:7]=1.Cl.[NH:27]1[CH2:31][CH2:30][CH:29]([C:32]([NH2:34])=[O:33])[CH2:28]1.C(N(CC)CC)C, predict the reaction product. The product is: [OH:25][CH:20]1[CH2:19][CH:18]2[N:17]([C:4]3[C:5]4[C:10]([C:11]5[CH:16]=[CH:15][CH:14]=[CH:13][CH:12]=5)=[CH:9][S:8][C:6]=4[N:7]=[C:2]([N:27]4[CH2:31][CH2:30][CH:29]([C:32]([NH2:34])=[O:33])[CH2:28]4)[N:3]=3)[CH:22]([CH2:23][CH2:24]2)[CH2:21]1. (6) Given the reactants Cl[CH2:2][CH2:3][C@@H:4]([N:13]1[C:17]2[CH:18]=[CH:19][CH:20]=[CH:21][C:16]=2[N:15]([CH:22]([CH3:24])[CH3:23])[S:14]1(=[O:26])=[O:25])[C:5]1[CH:10]=[C:9]([F:11])[CH:8]=[C:7]([Cl:12])[CH:6]=1.[CH3:27][NH2:28], predict the reaction product. The product is: [Cl:12][C:7]1[CH:6]=[C:5]([C@H:4]([N:13]2[C:17]3[CH:18]=[CH:19][CH:20]=[CH:21][C:16]=3[N:15]([CH:22]([CH3:23])[CH3:24])[S:14]2(=[O:25])=[O:26])[CH2:3][CH2:2][NH:28][CH3:27])[CH:10]=[C:9]([F:11])[CH:8]=1. (7) Given the reactants C([Li])CCC.[CH3:6][O:7][C:8]1[C:13]([CH3:14])=[CH:12][CH:11]=[C:10]([CH2:15][C:16]2[CH:21]=[CH:20][C:19]([S:22][CH3:23])=[CH:18][CH:17]=2)[N:9]=1.CC1C=CC(S(O[CH2:35][CH:36]2[CH2:40][CH2:39][CH2:38][CH2:37]2)(=O)=O)=CC=1.O, predict the reaction product. The product is: [CH:36]1([CH2:35][CH:15]([C:10]2[N:9]=[C:8]([O:7][CH3:6])[C:13]([CH3:14])=[CH:12][CH:11]=2)[C:16]2[CH:17]=[CH:18][C:19]([S:22][CH3:23])=[CH:20][CH:21]=2)[CH2:40][CH2:39][CH2:38][CH2:37]1.